Dataset: Full USPTO retrosynthesis dataset with 1.9M reactions from patents (1976-2016). Task: Predict the reactants needed to synthesize the given product. (1) Given the product [C:26]([C:23]1[CH:24]=[CH:25][C:20]([CH2:19][N:13]2[C:14](=[O:18])[N:15]([CH2:16][CH3:17])[C:11]([CH2:10][CH2:9][C:8]([F:31])([F:30])[C:4]3[CH:5]=[CH:6][CH:7]=[C:2]([B:32]4[O:36][C:35]([CH3:38])([CH3:37])[C:34]([CH3:40])([CH3:39])[O:33]4)[CH:3]=3)=[N:12]2)=[CH:21][CH:22]=1)([CH3:29])([CH3:28])[CH3:27], predict the reactants needed to synthesize it. The reactants are: Br[C:2]1[CH:3]=[C:4]([C:8]([F:31])([F:30])[CH2:9][CH2:10][C:11]2[N:15]([CH2:16][CH3:17])[C:14](=[O:18])[N:13]([CH2:19][C:20]3[CH:25]=[CH:24][C:23]([C:26]([CH3:29])([CH3:28])[CH3:27])=[CH:22][CH:21]=3)[N:12]=2)[CH:5]=[CH:6][CH:7]=1.[B:32]1([B:32]2[O:36][C:35]([CH3:38])([CH3:37])[C:34]([CH3:40])([CH3:39])[O:33]2)[O:36][C:35]([CH3:38])([CH3:37])[C:34]([CH3:40])([CH3:39])[O:33]1.CC([O-])=O.[K+].N#N. (2) Given the product [ClH:32].[CH:1]([O:4][C:5]1[C:6]2[C:10]([CH:11]=[CH:12][CH:13]=1)=[N:9][N:8]1[C:14]([CH:19]3[CH2:24][CH2:23][NH:22][CH2:21][CH2:20]3)=[CH:15][C:16](=[O:18])[NH:17][C:7]=21)([CH3:3])[CH3:2], predict the reactants needed to synthesize it. The reactants are: [CH:1]([O:4][C:5]1[C:6]2[C:10]([CH:11]=[CH:12][CH:13]=1)=[N:9][N:8]1[C:14]([CH:19]3[CH2:24][CH2:23][N:22](C(OC(C)(C)C)=O)[CH2:21][CH2:20]3)=[CH:15][C:16](=[O:18])[NH:17][C:7]=21)([CH3:3])[CH3:2].[ClH:32]. (3) Given the product [NH2:1][C:4]1[CH:5]=[CH:6][C:7]([C:10]([C:12]([C:14]2[CH:15]=[CH:16][C:17]([NH2:20])=[CH:18][CH:19]=2)=[O:13])=[O:11])=[CH:8][CH:9]=1, predict the reactants needed to synthesize it. The reactants are: [N+:1]([C:4]1[CH:9]=[CH:8][C:7]([C:10]([C:12]([C:14]2[CH:19]=[CH:18][C:17]([N+:20]([O-])=O)=[CH:16][CH:15]=2)=[O:13])=[O:11])=[CH:6][CH:5]=1)([O-])=O. (4) Given the product [CH2:16]([C:13]1[N:11]2[N:12]=[C:7]([C:33]3[O:32][CH:36]=[CH:35][CH:34]=3)[C:8]([S:26]([CH3:29])(=[O:27])=[O:28])=[C:9]([C:18]3[CH:19]=[C:20]([CH:21]=[CH:22][CH:23]=3)[C:24]#[N:25])[C:10]2=[CH:15][CH:14]=1)[CH3:17], predict the reactants needed to synthesize it. The reactants are: FC(F)(F)S(O[C:7]1[C:8]([S:26]([CH3:29])(=[O:28])=[O:27])=[C:9]([C:18]2[CH:23]=[CH:22][CH:21]=[C:20]([C:24]#[N:25])[CH:19]=2)[C:10]2[N:11]([C:13]([CH2:16][CH3:17])=[CH:14][CH:15]=2)[N:12]=1)(=O)=O.[O:32]1[CH:36]=[CH:35][C:34](B(O)O)=[CH:33]1.C(=O)([O-])[O-].[Na+].[Na+]. (5) The reactants are: [Si]([O:8][C@H:9]([C:46]1[CH:47]=[C:48]([OH:53])[CH:49]=[C:50]([OH:52])[CH:51]=1)[CH2:10][NH:11][CH2:12][CH2:13][C:14]1[CH:19]=[CH:18][C:17]([O:20][CH2:21][CH2:22][C:23]2[CH:28]=[CH:27][C:26]([OH:29])=[C:25]([C@@H:30]([C:40]3[CH:45]=[CH:44][CH:43]=[CH:42][CH:41]=3)[CH2:31][CH2:32][N:33]([CH:37]([CH3:39])[CH3:38])[CH:34]([CH3:36])[CH3:35])[CH:24]=2)=[CH:16][CH:15]=1)(C(C)(C)C)(C)C.CCN(CC)CC.F.F.F. Given the product [NH3:11].[CH:37]([N:33]([CH:34]([CH3:36])[CH3:35])[CH2:32][CH2:31][C@@H:30]([C:25]1[CH:24]=[C:23]([CH2:22][CH2:21][O:20][C:17]2[CH:16]=[CH:15][C:14]([CH2:13][CH2:12][NH:11][CH2:10][C@@H:9]([C:46]3[CH:47]=[C:48]([OH:53])[CH:49]=[C:50]([OH:52])[CH:51]=3)[OH:8])=[CH:19][CH:18]=2)[CH:28]=[CH:27][C:26]=1[OH:29])[C:40]1[CH:41]=[CH:42][CH:43]=[CH:44][CH:45]=1)([CH3:38])[CH3:39], predict the reactants needed to synthesize it. (6) Given the product [OH:21][C:22]1[CH:27]=[CH:26][C:25]([C:13]2[CH:14]=[CH:15][C:10]([N:8]3[CH:9]=[C:5]([NH:4][C:2]([NH2:1])=[O:3])[C:6]([C:18]([NH2:20])=[O:19])=[N:7]3)=[CH:11][C:12]=2[CH3:17])=[CH:24][CH:23]=1, predict the reactants needed to synthesize it. The reactants are: [NH2:1][C:2]([NH:4][C:5]1[C:6]([C:18]([NH2:20])=[O:19])=[N:7][N:8]([C:10]2[CH:15]=[CH:14][C:13](I)=[C:12]([CH3:17])[CH:11]=2)[CH:9]=1)=[O:3].[OH:21][C:22]1[CH:27]=[CH:26][C:25](B(O)O)=[CH:24][CH:23]=1.C(=O)([O-])[O-].[Cs+].[Cs+]. (7) Given the product [Cl:7][C:8]1[C:9]([CH:15]([S:24]([C:27]2[CH:32]=[CH:31][C:30]([Cl:33])=[CH:29][CH:28]=2)(=[O:26])=[O:25])[C:16]2[CH:21]=[C:20]([F:22])[CH:19]=[CH:18][C:17]=2[F:23])=[CH:10][C:11]([NH:14][S:40]([N:34]2[CH2:39][CH2:38][CH2:37][CH2:36][CH2:35]2)(=[O:42])=[O:41])=[N:12][CH:13]=1, predict the reactants needed to synthesize it. The reactants are: N1C=CC=CC=1.[Cl:7][C:8]1[C:9]([CH:15]([S:24]([C:27]2[CH:32]=[CH:31][C:30]([Cl:33])=[CH:29][CH:28]=2)(=[O:26])=[O:25])[C:16]2[CH:21]=[C:20]([F:22])[CH:19]=[CH:18][C:17]=2[F:23])=[CH:10][C:11]([NH2:14])=[N:12][CH:13]=1.[N:34]1([S:40](Cl)(=[O:42])=[O:41])[CH2:39][CH2:38][CH2:37][CH2:36][CH2:35]1.CCCCCC. (8) The reactants are: [CH:1]1([NH:4][C:5](=[O:31])[C:6]2[CH:11]=[C:10]([F:12])[C:9]([CH3:13])=[C:8]([C:14]3[CH:15]=[C:16]4[C:21](=[CH:22][CH:23]=3)[C:20](=[O:24])[N:19]([CH2:25][CH:26]3[CH2:28][CH2:27]3)[CH:18]=[C:17]4[CH:29]=O)[CH:7]=2)[CH2:3][CH2:2]1.[C@H:32]12[CH2:38][C@H:35]([NH:36][CH2:37]1)[CH2:34][N:33]2C(OC(C)(C)C)=O. Given the product [C@H:32]12[CH2:38][C@H:35]([NH:36][CH2:37]1)[CH2:34][N:33]2[CH2:29][C:17]1[C:16]2[C:21](=[CH:22][CH:23]=[C:14]([C:8]3[CH:7]=[C:6]([CH:11]=[C:10]([F:12])[C:9]=3[CH3:13])[C:5]([NH:4][CH:1]3[CH2:3][CH2:2]3)=[O:31])[CH:15]=2)[C:20](=[O:24])[N:19]([CH2:25][CH:26]2[CH2:27][CH2:28]2)[CH:18]=1, predict the reactants needed to synthesize it. (9) Given the product [ClH:59].[F:8][C:9]1[CH:10]=[CH:11][C:12]([C@@H:15]([CH3:54])[C:16]([NH:18][C:19]2[CH:20]=[CH:21][C:22]([C:25]3[CH:26]=[CH:27][C:28]4[N:29]([N:31]=[C:32]([N:34]([C:42]5[CH:47]=[CH:46][C:45]([S:48]([CH3:51])(=[O:49])=[O:50])=[CH:44][C:43]=5[O:52][CH3:53])[C:35](=[O:41])[CH2:36][CH2:37][CH2:38][NH:39][CH3:40])[N:33]=4)[CH:30]=3)=[CH:23][CH:24]=2)=[O:17])=[CH:13][CH:14]=1, predict the reactants needed to synthesize it. The reactants are: FC(F)(F)C(O)=O.[F:8][C:9]1[CH:14]=[CH:13][C:12]([C@@H:15]([CH3:54])[C:16]([NH:18][C:19]2[CH:24]=[CH:23][C:22]([C:25]3[CH:26]=[CH:27][C:28]4[N:29]([N:31]=[C:32]([N:34]([C:42]5[CH:47]=[CH:46][C:45]([S:48]([CH3:51])(=[O:50])=[O:49])=[CH:44][C:43]=5[O:52][CH3:53])[C:35](=[O:41])[CH2:36][CH2:37][CH2:38][NH:39][CH3:40])[N:33]=4)[CH:30]=3)=[CH:21][CH:20]=2)=[O:17])=[CH:11][CH:10]=1.C(#N)C.O.[ClH:59].